Dataset: Full USPTO retrosynthesis dataset with 1.9M reactions from patents (1976-2016). Task: Predict the reactants needed to synthesize the given product. (1) Given the product [NH2:11][C:10]1[N:1]([CH2:3][CH2:4][OH:5])[N:2]=[C:8]([C:7]([CH3:14])([CH3:13])[CH3:6])[CH:9]=1, predict the reactants needed to synthesize it. The reactants are: [NH:1]([CH2:3][CH2:4][OH:5])[NH2:2].[CH3:6][C:7]([CH3:14])([CH3:13])[C:8](=O)[CH2:9][C:10]#[N:11].Cl. (2) The reactants are: Cl[C:2]1[N:7]=[C:6]([NH:8][C@H:9]([CH3:13])[C:10]([NH2:12])=[O:11])[CH:5]=[N:4][C:3]=1[C:14]#[N:15].[NH2:16][C:17]1[CH:18]=[C:19]2[C:24](=[CH:25][CH:26]=1)[N:23]=[CH:22][CH:21]=[CH:20]2.C([O-])([O-])=O.[K+].[K+].C1C=CC(P(C2C(C3C(P(C4C=CC=CC=4)C4C=CC=CC=4)=CC=C4C=3C=CC=C4)=C3C(C=CC=C3)=CC=2)C2C=CC=CC=2)=CC=1. Given the product [C:14]([C:3]1[N:4]=[CH:5][C:6]([NH:8][C@H:9]([CH3:13])[C:10]([NH2:12])=[O:11])=[N:7][C:2]=1[NH:16][C:17]1[CH:18]=[C:19]2[C:24](=[CH:25][CH:26]=1)[N:23]=[CH:22][CH:21]=[CH:20]2)#[N:15], predict the reactants needed to synthesize it.